From a dataset of Reaction yield outcomes from USPTO patents with 853,638 reactions. Predict the reaction yield, written as a fraction of the theoretical maximum amount of product (1.0 means a 100% yield; for example, 0.34 means a 34% yield). (1) The reactants are [CH3:1][N:2]([S:21]([C:24]1[CH:29]=[CH:28][CH:27]=[CH:26][N:25]=1)(=[O:23])=[O:22])[C:3]1[CH:4]=[CH:5][CH:6]=[C:7]2[C:11]=1[NH:10][C:9]([C:12]1[S:13][CH:14]([CH2:17][C:18](O)=[O:19])[CH2:15][N:16]=1)=[CH:8]2.C[N:31](C)C=O.Cl.CN(C)CCCN=C=NCC. The catalyst is C(OCC)(=O)C. The product is [CH3:1][N:2]([S:21]([C:24]1[CH:29]=[CH:28][CH:27]=[CH:26][N:25]=1)(=[O:22])=[O:23])[C:3]1[CH:4]=[CH:5][CH:6]=[C:7]2[C:11]=1[NH:10][C:9]([C:12]1[S:13][CH:14]([CH2:17][C:18]([NH2:31])=[O:19])[CH2:15][N:16]=1)=[CH:8]2. The yield is 0.830. (2) The reactants are [Cl:1][C:2]1[CH:19]=[C:18]([Cl:20])[CH:17]=[CH:16][C:3]=1[CH2:4][N:5]([CH3:15])[CH2:6][C:7]([C:9]1[CH:14]=[CH:13][CH:12]=[CH:11][CH:10]=1)=[O:8].[BH4-].[Na+]. The catalyst is CO. The product is [Cl:1][C:2]1[CH:19]=[C:18]([Cl:20])[CH:17]=[CH:16][C:3]=1[CH2:4][N:5]([CH3:15])[CH2:6][CH:7]([C:9]1[CH:14]=[CH:13][CH:12]=[CH:11][CH:10]=1)[OH:8]. The yield is 0.790. (3) The reactants are [NH2:1][C:2]1[N:7]=[CH:6][N:5]=[C:4]2[N:8]([C@@H:24]3[CH2:29][CH2:28][CH2:27][N:26](C(OC(C)(C)C)=O)[CH2:25]3)[N:9]=[C:10]([C:11]3[CH:16]=[CH:15][C:14]([O:17][C:18]4[CH:23]=[CH:22][CH:21]=[CH:20][CH:19]=4)=[CH:13][CH:12]=3)[C:3]=12.[ClH:37]. The catalyst is O1CCOCC1.C(OCC)C. The product is [ClH:37].[O:17]([C:14]1[CH:13]=[CH:12][C:11]([C:10]2[C:3]3[C:4](=[N:5][CH:6]=[N:7][C:2]=3[NH2:1])[N:8]([C@@H:24]3[CH2:29][CH2:28][CH2:27][NH:26][CH2:25]3)[N:9]=2)=[CH:16][CH:15]=1)[C:18]1[CH:23]=[CH:22][CH:21]=[CH:20][CH:19]=1. The yield is 0.880. (4) The reactants are CS(C)=O.C(=O)=O.CC(C)=O.C(Cl)(=O)C(Cl)=O.[C:18]([O:22][C:23](=[O:37])[NH:24][CH2:25][CH:26]([OH:36])[CH2:27][NH:28][C:29]([O:31][C:32]([CH3:35])([CH3:34])[CH3:33])=[O:30])([CH3:21])([CH3:20])[CH3:19].C(N(CC)CC)C. The catalyst is C(Cl)Cl.O. The product is [C:18]([O:22][C:23](=[O:37])[NH:24][CH2:25][C:26](=[O:36])[CH2:27][NH:28][C:29]([O:31][C:32]([CH3:35])([CH3:34])[CH3:33])=[O:30])([CH3:21])([CH3:19])[CH3:20]. The yield is 0.880. (5) The reactants are [Cl:1][C:2]1[N:7]=[C:6](Cl)[CH:5]=[CH:4][N:3]=1.[Na].[C:10]1([SH:16])[CH:15]=[CH:14][CH:13]=[CH:12][CH:11]=1. The catalyst is C(O)C.C(OCC)(=O)C. The product is [Cl:1][C:2]1[N:7]=[C:6]([S:16][C:10]2[CH:15]=[CH:14][CH:13]=[CH:12][CH:11]=2)[CH:5]=[CH:4][N:3]=1. The yield is 0.360. (6) The reactants are Cl[CH:2]([C:7]1[CH:11]=[C:10]([C:12]2[CH:17]=[CH:16][C:15]([F:18])=[CH:14][C:13]=2[CH3:19])[O:9][C:8]=1[CH3:20])[CH2:3][CH:4]([CH3:6])[CH3:5].[NH2:21][C:22]1[CH:27]=[CH:26][C:25]([C:28]([N:30]([CH3:38])[CH2:31][CH2:32][C:33]([O:35]CC)=[O:34])=[O:29])=[CH:24][CH:23]=1.C(=O)([O-])[O-].[Na+].[Na+].[I-].[Na+]. The catalyst is CN(C)C(=O)C.O. The product is [F:18][C:15]1[CH:16]=[CH:17][C:12]([C:10]2[O:9][C:8]([CH3:20])=[C:7]([CH:2]([NH:21][C:22]3[CH:23]=[CH:24][C:25]([C:28]([N:30]([CH3:38])[CH2:31][CH2:32][C:33]([OH:35])=[O:34])=[O:29])=[CH:26][CH:27]=3)[CH2:3][CH:4]([CH3:6])[CH3:5])[CH:11]=2)=[C:13]([CH3:19])[CH:14]=1. The yield is 0.260.